The task is: Predict which catalyst facilitates the given reaction.. This data is from Catalyst prediction with 721,799 reactions and 888 catalyst types from USPTO. Reactant: [NH2:1][C:2]1[CH:3]=[C:4]([CH:13]=[CH:14][CH:15]=1)[O:5][C:6]1[CH:7]=[CH:8][C:9]([NH2:12])=[N:10][CH:11]=1.N1C=CC=CC=1.[CH3:22][N:23]1[C:27]([C:28](Cl)=[O:29])=[CH:26][C:25]([CH3:31])=[N:24]1. Product: [NH2:12][C:9]1[N:10]=[CH:11][C:6]([O:5][C:4]2[CH:3]=[C:2]([NH:1][C:28]([C:27]3[N:23]([CH3:22])[N:24]=[C:25]([CH3:31])[CH:26]=3)=[O:29])[CH:15]=[CH:14][CH:13]=2)=[CH:7][CH:8]=1. The catalyst class is: 30.